This data is from Cav3 T-type calcium channel HTS with 100,875 compounds. The task is: Binary Classification. Given a drug SMILES string, predict its activity (active/inactive) in a high-throughput screening assay against a specified biological target. The compound is S(=O)(=O)(N1CCC(N2CCCCCC2)CC1)c1ccccc1. The result is 0 (inactive).